From a dataset of NCI-60 drug combinations with 297,098 pairs across 59 cell lines. Regression. Given two drug SMILES strings and cell line genomic features, predict the synergy score measuring deviation from expected non-interaction effect. (1) Drug 1: C1CCC(CC1)NC(=O)N(CCCl)N=O. Drug 2: C1C(C(OC1N2C=C(C(=O)NC2=O)F)CO)O. Cell line: NCI/ADR-RES. Synergy scores: CSS=19.8, Synergy_ZIP=-9.84, Synergy_Bliss=-5.75, Synergy_Loewe=-7.46, Synergy_HSA=-3.59. (2) Synergy scores: CSS=22.2, Synergy_ZIP=-1.11, Synergy_Bliss=-0.389, Synergy_Loewe=-11.9, Synergy_HSA=-1.50. Cell line: NCI/ADR-RES. Drug 1: C1=CC(=CC=C1CC(C(=O)O)N)N(CCCl)CCCl.Cl. Drug 2: CNC(=O)C1=NC=CC(=C1)OC2=CC=C(C=C2)NC(=O)NC3=CC(=C(C=C3)Cl)C(F)(F)F.